From a dataset of Forward reaction prediction with 1.9M reactions from USPTO patents (1976-2016). Predict the product of the given reaction. (1) Given the reactants C([O:3][C:4](=[O:19])[C@@H:5]([O:17][CH3:18])[CH2:6][C:7]1[CH:12]=[CH:11][C:10]([C:13]#[C:14][CH2:15]Cl)=[CH:9][CH:8]=1)C.[F:20][C:21]([F:37])([F:36])[C:22]1[CH:35]=[CH:34][C:25]([O:26][C:27]2[CH:32]=[CH:31][C:30]([OH:33])=[CH:29][CH:28]=2)=[CH:24][CH:23]=1, predict the reaction product. The product is: [CH3:18][O:17][C@@H:5]([CH2:6][C:7]1[CH:8]=[CH:9][C:10]([C:13]#[C:14][CH2:15][O:33][C:30]2[CH:31]=[CH:32][C:27]([O:26][C:25]3[CH:34]=[CH:35][C:22]([C:21]([F:20])([F:36])[F:37])=[CH:23][CH:24]=3)=[CH:28][CH:29]=2)=[CH:11][CH:12]=1)[C:4]([OH:3])=[O:19]. (2) Given the reactants [C:1]([Si:5]([C:29]1[CH:34]=[CH:33][CH:32]=[CH:31][CH:30]=1)([C:23]1[CH:28]=[CH:27][CH:26]=[CH:25][CH:24]=1)[O:6][CH2:7][CH2:8][CH2:9][CH2:10][O:11][N:12]1C(=O)C2C(=CC=CC=2)C1=O)([CH3:4])([CH3:3])[CH3:2].CNN, predict the reaction product. The product is: [C:1]([Si:5]([C:23]1[CH:28]=[CH:27][CH:26]=[CH:25][CH:24]=1)([C:29]1[CH:34]=[CH:33][CH:32]=[CH:31][CH:30]=1)[O:6][CH2:7][CH2:8][CH2:9][CH2:10][O:11][NH2:12])([CH3:4])([CH3:2])[CH3:3]. (3) Given the reactants C1(CC[CH2:9][NH2:10])C=CC=CC=1.[CH3:11][CH:12]([CH3:17])[CH2:13][C:14](O)=[O:15].[CH2:18]1[C:26]2[C:21](=[CH:22][CH:23]=[CH:24][CH:25]=2)[CH2:20][N:19]1[C:27]([NH:29][C:30]1[CH:38]=[CH:37][C:33]([C:34](O)=O)=[CH:32][CH:31]=1)=[O:28], predict the reaction product. The product is: [CH3:11][CH:12]([CH3:17])[CH2:13][C:14]([NH:10][CH2:9][CH2:34][C:33]1[CH:37]=[CH:38][C:30]([NH:29][C:27]([N:19]2[CH2:20][C:21]3[C:26](=[CH:25][CH:24]=[CH:23][CH:22]=3)[CH2:18]2)=[O:28])=[CH:31][CH:32]=1)=[O:15]. (4) The product is: [C:29]([C:16]1[CH:15]=[C:14]([NH:13][C:6]([NH:33][C:34]2[C:43]3[C:38](=[CH:39][CH:40]=[CH:41][CH:42]=3)[C:37]([O:44][C:45]3[CH:50]=[CH:49][N:48]=[C:47]([NH:51][C:52]4[CH:53]=[CH:54][CH:55]=[CH:56][CH:57]=4)[N:46]=3)=[CH:36][CH:35]=2)=[O:7])[N:18]([C:19]2[CH:24]=[CH:23][CH:22]=[C:21]([P:25]([CH3:26])([CH3:27])=[O:28])[CH:20]=2)[N:17]=1)([CH3:32])([CH3:31])[CH3:30]. Given the reactants C1N=CN([C:6](N2C=NC=C2)=[O:7])C=1.[NH2:13][C:14]1[N:18]([C:19]2[CH:20]=[C:21]([P:25](=[O:28])([CH3:27])[CH3:26])[CH:22]=[CH:23][CH:24]=2)[N:17]=[C:16]([C:29]([CH3:32])([CH3:31])[CH3:30])[CH:15]=1.[NH2:33][C:34]1[C:43]2[C:38](=[CH:39][CH:40]=[CH:41][CH:42]=2)[C:37]([O:44][C:45]2[CH:50]=[CH:49][N:48]=[C:47]([NH:51][C:52]3[CH:57]=[CH:56][CH:55]=[CH:54][CH:53]=3)[N:46]=2)=[CH:36][CH:35]=1, predict the reaction product.